This data is from Forward reaction prediction with 1.9M reactions from USPTO patents (1976-2016). The task is: Predict the product of the given reaction. (1) Given the reactants [CH2:1]([OH:8])[C:2]1[CH:7]=[CH:6][CH:5]=[CH:4][CH:3]=1.Cl.ClCCl.[F:13][C:14]([F:67])([F:66])[C:15]1[CH:16]=[C:17]([CH:25]([N:27]([CH2:41][C:42]2[CH:47]=[C:46]([C:48]([F:51])([F:50])[F:49])[CH:45]=[CH:44][C:43]=2[N:52]([CH2:55][C@H:56]2[CH2:61][CH2:60][C@H:59]([CH2:62][C:63](O)=[O:64])[CH2:58][CH2:57]2)[CH2:53][CH3:54])[C:28]2[N:33]=[CH:32][C:31]([O:34][CH2:35][CH2:36][S:37]([CH3:40])(=[O:39])=[O:38])=[CH:30][N:29]=2)[CH3:26])[CH:18]=[C:19]([C:21]([F:24])([F:23])[F:22])[CH:20]=1, predict the reaction product. The product is: [CH2:1]([O:8][C:63](=[O:64])[CH2:62][C@H:59]1[CH2:58][CH2:57][C@H:56]([CH2:55][N:52]([C:43]2[CH:44]=[CH:45][C:46]([C:48]([F:51])([F:50])[F:49])=[CH:47][C:42]=2[CH2:41][N:27]([CH:25]([C:17]2[CH:18]=[C:19]([C:21]([F:22])([F:23])[F:24])[CH:20]=[C:15]([C:14]([F:13])([F:66])[F:67])[CH:16]=2)[CH3:26])[C:28]2[N:33]=[CH:32][C:31]([O:34][CH2:35][CH2:36][S:37]([CH3:40])(=[O:38])=[O:39])=[CH:30][N:29]=2)[CH2:53][CH3:54])[CH2:61][CH2:60]1)[C:2]1[CH:7]=[CH:6][CH:5]=[CH:4][CH:3]=1. (2) Given the reactants BrCCCC(OC)=O.C[O:10][C:11](=[O:43])[CH2:12][CH2:13][CH2:14][O:15][C:16]1[CH:25]=[CH:24][C:23]2[C:18](=[CH:19][CH:20]=[C:21](/[CH:26]=[CH:27]/[C:28]3[N:29]([CH2:41][CH3:42])[CH:30]=[C:31]([C:33]4[CH:38]=[CH:37][C:36]([Cl:39])=[CH:35][C:34]=4[Cl:40])[N:32]=3)[CH:22]=2)[CH:17]=1, predict the reaction product. The product is: [Cl:40][C:34]1[CH:35]=[C:36]([Cl:39])[CH:37]=[CH:38][C:33]=1[C:31]1[N:32]=[C:28](/[CH:27]=[CH:26]/[C:21]2[CH:22]=[C:23]3[C:18](=[CH:19][CH:20]=2)[CH:17]=[C:16]([O:15][CH2:14][CH2:13][CH2:12][C:11]([OH:43])=[O:10])[CH:25]=[CH:24]3)[N:29]([CH2:41][CH3:42])[CH:30]=1.